Dataset: Forward reaction prediction with 1.9M reactions from USPTO patents (1976-2016). Task: Predict the product of the given reaction. (1) The product is: [Br:1][C:2]1[CH:3]=[C:4]2[C:9](=[CH:10][CH:11]=1)[C:8](=[O:12])[NH:7][C:6](=[O:13])/[C:5]/2=[CH:14]\[NH:22][CH2:23][CH2:24][CH2:25][N:26]1[CH2:30][CH2:29][CH2:28][C:27]1=[O:31]. Given the reactants [Br:1][C:2]1[CH:3]=[C:4]2[C:9](=[CH:10][CH:11]=1)[C:8](=[O:12])[NH:7][C:6](=[O:13])[C:5]2=[CH:14]OC.CN(C)C=O.[NH2:22][CH2:23][CH2:24][CH2:25][N:26]1[CH2:30][CH2:29][CH2:28][C:27]1=[O:31], predict the reaction product. (2) Given the reactants [NH2:1][C:2]1[CH:3]=[C:4]([F:21])[C:5]([F:20])=[C:6]([C@:8]2([CH3:19])[CH2:13][C@@H:12]([C:14]([F:17])([F:16])[F:15])[O:11][C:10]([NH2:18])=[N:9]2)[CH:7]=1.[Cl:22][C:23]1[CH:24]=[N:25][C:26]2[C:31]([CH:32]=1)=[CH:30][CH:29]=[N:28][C:27]=2Cl, predict the reaction product. The product is: [Cl:22][C:23]1[CH:24]=[N:25][C:26]2[C:31]([CH:32]=1)=[CH:30][CH:29]=[N:28][C:27]=2[NH:1][C:2]1[CH:3]=[C:4]([F:21])[C:5]([F:20])=[C:6]([C@:8]2([CH3:19])[CH2:13][C@@H:12]([C:14]([F:17])([F:16])[F:15])[O:11][C:10]([NH2:18])=[N:9]2)[CH:7]=1. (3) Given the reactants [I:1][C:2]1[CH:3]=[C:4]2[N:10]=[C:9]([NH:11][C:12](=[O:16])[O:13][CH2:14][CH3:15])[N:8]([CH2:17][C:18]3[CH:23]=[CH:22][C:21]([O:24]CC4C=CC(OC)=CC=4)=[C:20]([O:34][CH3:35])[CH:19]=3)[C:5]2=[N:6][CH:7]=1.FC(F)(F)C(O)=O.C(=O)([O-])[O-].[K+].[K+], predict the reaction product. The product is: [OH:24][C:21]1[CH:22]=[CH:23][C:18]([CH2:17][N:8]2[C:5]3=[N:6][CH:7]=[C:2]([I:1])[CH:3]=[C:4]3[N:10]=[C:9]2[NH:11][C:12](=[O:16])[O:13][CH2:14][CH3:15])=[CH:19][C:20]=1[O:34][CH3:35]. (4) Given the reactants COC(C1C(C)=CC(C2C=CC=C(C(F)(F)F)C=2)=CN=1)=O.Cl[C:23]1[N:28]=[C:27]([C:29]([N:31]2[CH2:36][CH2:35][CH:34]([N:37]3[CH2:41][CH2:40][CH2:39][CH2:38]3)[CH2:33][CH2:32]2)=[O:30])[C:26]([CH3:42])=[CH:25][C:24]=1[C:43]1[CH:48]=[CH:47][CH:46]=[C:45]([C:49]([F:52])([F:51])[F:50])[CH:44]=1.CC1(C)COB([C:60]2[N:64]([CH3:65])[N:63]=[CH:62][CH:61]=2)OC1, predict the reaction product. The product is: [CH3:42][C:26]1[C:27]([C:29]([N:31]2[CH2:36][CH2:35][CH:34]([N:37]3[CH2:41][CH2:40][CH2:39][CH2:38]3)[CH2:33][CH2:32]2)=[O:30])=[N:28][C:23]([C:60]2[N:64]([CH3:65])[N:63]=[CH:62][CH:61]=2)=[C:24]([C:43]2[CH:48]=[CH:47][CH:46]=[C:45]([C:49]([F:52])([F:51])[F:50])[CH:44]=2)[CH:25]=1. (5) Given the reactants [CH3:1][Mg]Br.[F:4][C:5]1[CH:6]=[C:7]([CH:37]=[CH:38][C:39]=1[F:40])[CH2:8][C:9]1(C(OCC)=O)[CH2:14][CH2:13][CH2:12][N:11]2[C:15]([C:18]3[CH:23]=[CH:22][C:21]([C:24]4[O:28][C:27]([CH3:29])=[N:26][CH:25]=4)=[C:20]([O:30][CH3:31])[CH:19]=3)=[N:16][N:17]=[C:10]12.[Cl-].[NH4+].O.[CH2:44]1[CH2:48][O:47]CC1, predict the reaction product. The product is: [F:4][C:5]1[CH:6]=[C:7]([CH:37]=[CH:38][C:39]=1[F:40])[CH2:8][C:9]1([C:48]([OH:47])([CH3:44])[CH3:1])[CH2:14][CH2:13][CH2:12][N:11]2[C:15]([C:18]3[CH:23]=[CH:22][C:21]([C:24]4[O:28][C:27]([CH3:29])=[N:26][CH:25]=4)=[C:20]([O:30][CH3:31])[CH:19]=3)=[N:16][N:17]=[C:10]12.